From a dataset of Forward reaction prediction with 1.9M reactions from USPTO patents (1976-2016). Predict the product of the given reaction. (1) Given the reactants Br[C:2]1[CH:24]=[C:23]([F:25])[CH:22]=[CH:21][C:3]=1[O:4][CH2:5][C:6]([N:8]([CH:18]([CH3:20])[CH3:19])[NH:9][C:10](=[O:17])[C:11]1[CH:16]=[CH:15][CH:14]=[CH:13][CH:12]=1)=[O:7].C([O-])([O-])=O.[Na+].[Na+].[F:32][C:33]1[CH:38]=[CH:37][CH:36]=[CH:35][C:34]=1B(O)O, predict the reaction product. The product is: [F:25][C:23]1[CH:22]=[CH:21][C:3]([O:4][CH2:5][C:6]([N:8]([CH:18]([CH3:20])[CH3:19])[NH:9][C:10](=[O:17])[C:11]2[CH:16]=[CH:15][CH:14]=[CH:13][CH:12]=2)=[O:7])=[C:2]([C:34]2[CH:35]=[CH:36][CH:37]=[CH:38][C:33]=2[F:32])[CH:24]=1. (2) Given the reactants C[O:2][C:3]([C:5]1[N:6]=[CH:7][N:8]([C:10]2[CH:11]=[C:12]3[C:17](=[CH:18][C:19]=2[C:20]([F:23])([F:22])[F:21])[NH:16][C:15](=[O:24])[N:14]([NH:25][S:26]([CH3:29])(=[O:28])=[O:27])[C:13]3=[O:30])[CH:9]=1)=[O:4].[OH-].[Na+], predict the reaction product. The product is: [CH3:29][S:26]([NH:25][N:14]1[C:13](=[O:30])[C:12]2[C:17](=[CH:18][C:19]([C:20]([F:21])([F:22])[F:23])=[C:10]([N:8]3[CH:9]=[C:5]([C:3]([OH:4])=[O:2])[N:6]=[CH:7]3)[CH:11]=2)[NH:16][C:15]1=[O:24])(=[O:28])=[O:27]. (3) Given the reactants [CH2:1]([O:8][C:9]([N:11]1[CH2:16][CH2:15][CH2:14][C:13]([C:18](=O)N)(C)[CH2:12]1)=[O:10])[C:2]1[CH:7]=[CH:6][CH:5]=[CH:4][CH:3]=1.FC(F)(F)C(=O)OI(C1C=CC=CC=1)OC(C(F)(F)F)=O.O.C(#[N:45])C, predict the reaction product. The product is: [CH2:1]([O:8][C:9]([N:11]1[CH2:16][CH2:15][CH2:14][C:13]([NH2:45])([CH3:18])[CH2:12]1)=[O:10])[C:2]1[CH:7]=[CH:6][CH:5]=[CH:4][CH:3]=1.